From a dataset of NCI-60 drug combinations with 297,098 pairs across 59 cell lines. Regression. Given two drug SMILES strings and cell line genomic features, predict the synergy score measuring deviation from expected non-interaction effect. (1) Drug 2: C1CC(=O)NC(=O)C1N2CC3=C(C2=O)C=CC=C3N. Synergy scores: CSS=1.67, Synergy_ZIP=-2.04, Synergy_Bliss=-1.25, Synergy_Loewe=-0.407, Synergy_HSA=-0.379. Cell line: UACC62. Drug 1: CC12CCC(CC1=CCC3C2CCC4(C3CC=C4C5=CN=CC=C5)C)O. (2) Drug 2: COCCOC1=C(C=C2C(=C1)C(=NC=N2)NC3=CC=CC(=C3)C#C)OCCOC.Cl. Synergy scores: CSS=32.6, Synergy_ZIP=-0.874, Synergy_Bliss=1.33, Synergy_Loewe=-8.26, Synergy_HSA=2.28. Cell line: A549. Drug 1: CN(CCCl)CCCl.Cl. (3) Drug 1: CN1C(=O)N2C=NC(=C2N=N1)C(=O)N. Drug 2: CC12CCC3C(C1CCC2O)C(CC4=C3C=CC(=C4)O)CCCCCCCCCS(=O)CCCC(C(F)(F)F)(F)F. Cell line: SK-MEL-28. Synergy scores: CSS=3.27, Synergy_ZIP=-1.55, Synergy_Bliss=-2.02, Synergy_Loewe=-0.623, Synergy_HSA=-1.48. (4) Drug 1: CC(C)CN1C=NC2=C1C3=CC=CC=C3N=C2N. Drug 2: C1C(C(OC1N2C=NC3=C2NC=NCC3O)CO)O. Cell line: HT29. Synergy scores: CSS=-0.925, Synergy_ZIP=1.71, Synergy_Bliss=3.43, Synergy_Loewe=0.661, Synergy_HSA=-0.294. (5) Drug 1: COC1=C(C=C2C(=C1)N=CN=C2NC3=CC(=C(C=C3)F)Cl)OCCCN4CCOCC4. Drug 2: CCN(CC)CCCC(C)NC1=C2C=C(C=CC2=NC3=C1C=CC(=C3)Cl)OC. Cell line: HOP-92. Synergy scores: CSS=57.2, Synergy_ZIP=1.84, Synergy_Bliss=3.47, Synergy_Loewe=7.70, Synergy_HSA=9.38.